Dataset: Full USPTO retrosynthesis dataset with 1.9M reactions from patents (1976-2016). Task: Predict the reactants needed to synthesize the given product. (1) Given the product [Cl:38][C:24]1[C:25]([NH:27][C:28]2[CH:37]=[CH:36][CH:35]=[CH:34][C:29]=2[C:30]([NH:32][CH3:33])=[O:31])=[N:26][C:21]([NH:1][C:2]2[CH:17]=[CH:16][C:5]3[CH:6]([CH2:14][CH3:15])[C:7](=[O:13])[N:8]([CH2:11][CH3:12])[CH2:9][CH2:10][C:4]=3[C:3]=2[O:18][CH3:19])=[N:22][CH:23]=1, predict the reactants needed to synthesize it. The reactants are: [NH2:1][C:2]1[CH:17]=[CH:16][C:5]2[CH:6]([CH2:14][CH3:15])[C:7](=[O:13])[N:8]([CH2:11][CH3:12])[CH2:9][CH2:10][C:4]=2[C:3]=1[O:18][CH3:19].Cl[C:21]1[N:26]=[C:25]([NH:27][C:28]2[CH:37]=[CH:36][CH:35]=[CH:34][C:29]=2[C:30]([NH:32][CH3:33])=[O:31])[C:24]([Cl:38])=[CH:23][N:22]=1. (2) Given the product [C:8]([O:7][C:6]([NH:5][CH2:4][C:3]([N:2]([CH2:14][C:15]1[CH:16]=[C:17]([C:21]2[CH:22]=[N:23][C:24]([N:27]3[CH2:32][CH2:31][N:30]([C:33]([O:34][CH:35]([CH3:37])[CH3:36])=[O:38])[CH2:29][CH2:28]3)=[N:25][CH:26]=2)[CH:18]=[CH:19][CH:20]=1)[CH3:1])=[O:13])=[O:12])([CH3:11])([CH3:9])[CH3:10], predict the reactants needed to synthesize it. The reactants are: [CH3:1][N:2]([CH2:14][C:15]1[CH:20]=[CH:19][CH:18]=[C:17]([C:21]2[CH:22]=[N:23][C:24]([N:27]3[CH2:32][CH2:31][NH:30][CH2:29][CH2:28]3)=[N:25][CH:26]=2)[CH:16]=1)[C:3](=[O:13])[CH2:4][NH:5][C:6](=[O:12])[O:7][C:8]([CH3:11])([CH3:10])[CH3:9].[C:33](Cl)(=[O:38])[O:34][CH:35]([CH3:37])[CH3:36].O. (3) Given the product [S:7]([C:4]1[CH:5]=[CH:6][C:1]([CH3:11])=[CH:2][CH:3]=1)([OH:10])(=[O:9])=[O:8].[CH2:38]([C:40]1[CH:41]=[CH:42][C:43]([CH2:46][CH2:47][O:48][C:49]2[CH:62]=[CH:61][C:52]([CH2:53][C@H:54]3[S:58][C:57](=[O:59])[NH:56][C:55]3=[O:60])=[CH:51][CH:50]=2)=[N:44][CH:45]=1)[CH3:39], predict the reactants needed to synthesize it. The reactants are: [C:1]1([CH3:11])[CH:6]=[CH:5][C:4]([S:7]([OH:10])(=[O:9])=[O:8])=[CH:3][CH:2]=1.C(O[C@H]([C@H](C(O)=O)OC(=O)C1C=CC=CC=1)C(O)=O)(=O)C1C=CC=CC=1.[CH2:38]([C:40]1[CH:41]=[CH:42][C:43]([CH2:46][CH2:47][O:48][C:49]2[CH:62]=[CH:61][C:52]([CH2:53][C@H:54]3[S:58][C:57](=[O:59])[NH:56][C:55]3=[O:60])=[CH:51][CH:50]=2)=[N:44][CH:45]=1)[CH3:39].